From a dataset of Forward reaction prediction with 1.9M reactions from USPTO patents (1976-2016). Predict the product of the given reaction. Given the reactants [Br:1][C:2]1[CH:7]=[CH:6][C:5]([N:8]2[C:12]([CH3:13])=[N:11][N:10]=[N:9]2)=[C:4]([N+:14]([O-])=O)[CH:3]=1.[Cl-].[NH4+].O, predict the reaction product. The product is: [Br:1][C:2]1[CH:7]=[CH:6][C:5]([N:8]2[C:12]([CH3:13])=[N:11][N:10]=[N:9]2)=[C:4]([NH2:14])[CH:3]=1.